This data is from Full USPTO retrosynthesis dataset with 1.9M reactions from patents (1976-2016). The task is: Predict the reactants needed to synthesize the given product. (1) Given the product [Cl:30][C:31]1[CH:50]=[CH:49][C:34]([O:35][CH2:36][C:37]2[O:38][CH:39]=[C:40]([C:42]3[CH:47]=[CH:46][C:45]([O:18][CH2:17][CH:16]4[O:29][C:6]5=[N:10][C:9]([N+:11]([O-:13])=[O:12])=[CH:8][N:7]5[CH2:14][CH2:15]4)=[CH:44][CH:43]=3)[N:41]=2)=[CH:33][CH:32]=1, predict the reactants needed to synthesize it. The reactants are: [O-]CC.[Na+].Cl[C:6]1[N:7]([CH2:14][CH2:15][CH:16]([OH:29])[CH2:17][O:18]S(C2C=CC(C)=CC=2)(=O)=O)[CH:8]=[C:9]([N+:11]([O-:13])=[O:12])[N:10]=1.[Cl:30][C:31]1[CH:50]=[CH:49][C:34]([O:35][CH2:36][C:37]2[O:38][CH:39]=[C:40]([C:42]3[CH:47]=[CH:46][C:45](O)=[CH:44][CH:43]=3)[N:41]=2)=[CH:33][CH:32]=1.P([O-])([O-])([O-])=O.[K+].[K+].[K+].[H-].[Na+]. (2) Given the product [CH:1]1([N:4]2[C:9](=[O:10])[C:8]3[C:11]([NH:18][C:19]4[CH:24]=[CH:23][C:22]([I:25])=[CH:21][C:20]=4[F:26])=[C:12]([F:17])[C:13](=[O:16])[N:14]([CH3:15])[C:7]=3[C:6]([C:27]3[CH:28]=[C:29]([NH:33][S:37]([CH3:36])(=[O:39])=[O:38])[CH:30]=[CH:31][CH:32]=3)=[N:5]2)[CH2:3][CH2:2]1, predict the reactants needed to synthesize it. The reactants are: [CH:1]1([N:4]2[C:9](=[O:10])[C:8]3[C:11]([NH:18][C:19]4[CH:24]=[CH:23][C:22]([I:25])=[CH:21][C:20]=4[F:26])=[C:12]([F:17])[C:13](=[O:16])[N:14]([CH3:15])[C:7]=3[C:6]([C:27]3[CH:32]=[CH:31][CH:30]=[C:29]([N+:33]([O-])=O)[CH:28]=3)=[N:5]2)[CH2:3][CH2:2]1.[CH3:36][S:37](Cl)(=[O:39])=[O:38]. (3) Given the product [C:6]([C:8]1[CH:13]=[CH:12][CH:11]=[CH:10][CH:9]=1)(=[O:7])[C:5]1[CH:14]=[CH:15][CH:2]=[CH:3][CH:4]=1, predict the reactants needed to synthesize it. The reactants are: O[C:2]1[CH:15]=[CH:14][C:5]([C:6]([C:8]2[CH:13]=[CH:12][CH:11]=[CH:10][CH:9]=2)=[O:7])=[CH:4][CH:3]=1.C(C1C(O)=C(C(C)(C)C)C=C(C)C=1)(C)(C)C.C(Cl)Cl.C1CCC(N=C=NC2CCCCC2)CC1.C(Cl)Cl. (4) Given the product [CH3:22][C:21]1[C:16]([C:11]2([OH:23])[CH2:10][CH:9]3[NH:8][CH:13]([CH2:14][CH2:15]3)[CH2:12]2)=[N:17][CH:18]=[CH:19][N:20]=1, predict the reactants needed to synthesize it. The reactants are: C(OC([N:8]1[CH:13]2[CH2:14][CH2:15][CH:9]1[CH2:10][C:11]([OH:23])([C:16]1[C:21]([CH3:22])=[N:20][CH:19]=[CH:18][N:17]=1)[CH2:12]2)=O)(C)(C)C.